Dataset: Catalyst prediction with 721,799 reactions and 888 catalyst types from USPTO. Task: Predict which catalyst facilitates the given reaction. (1) Reactant: C[O-].[Na+].[CH3:4][C:5]1[CH:6]=[CH:7][C:8]([C:17]#[N:18])=[N:9][C:10]=1[C:11]1[CH:16]=[CH:15][CH:14]=[CH:13][CH:12]=1.[Cl-:19].[NH4+:20]. Product: [ClH:19].[CH3:4][C:5]1[CH:6]=[CH:7][C:8]([C:17]([NH2:20])=[NH:18])=[N:9][C:10]=1[C:11]1[CH:16]=[CH:15][CH:14]=[CH:13][CH:12]=1. The catalyst class is: 5. (2) Reactant: [C:1](Cl)(=[O:3])[CH3:2].N1C=CC=CC=1.Cl.[NH2:12][CH2:13][CH:14]1[CH2:23][CH2:22][C:21]2[C:16](=[CH:17][CH:18]=[C:19]([O:24][CH3:25])[CH:20]=2)[CH2:15]1. Product: [CH3:25][O:24][C:19]1[CH:20]=[C:21]2[C:16](=[CH:17][CH:18]=1)[CH2:15][CH:14]([CH2:13][NH:12][C:1](=[O:3])[CH3:2])[CH2:23][CH2:22]2. The catalyst class is: 13. (3) Reactant: [Cl:1][C:2]1[CH:17]=[CH:16][C:5]([O:6][C:7]2[CH:12]=[CH:11][C:10]([N+:13]([O-])=O)=[CH:9][CH:8]=2)=[C:4]([CH:18]2[CH2:23][CH2:22][CH2:21][CH2:20][CH2:19]2)[CH:3]=1.O.O.Cl[Sn]Cl. Product: [Cl:1][C:2]1[CH:17]=[CH:16][C:5]([O:6][C:7]2[CH:12]=[CH:11][C:10]([NH2:13])=[CH:9][CH:8]=2)=[C:4]([CH:18]2[CH2:23][CH2:22][CH2:21][CH2:20][CH2:19]2)[CH:3]=1. The catalyst class is: 5. (4) Reactant: BrCC([C:5]1[CH:10]=[CH:9][CH:8]=[CH:7][CH:6]=1)=O.[C:11]1([NH2:18])C=CC=C[C:12]=1[NH2:17].C([O-])(=O)C.[Na+]. Product: [N:17]1[C:6]2[C:5](=[CH:10][CH:9]=[CH:8][CH:7]=2)[N:18]=[CH:11][CH:12]=1. The catalyst class is: 8. (5) Reactant: C(OC([N:8]([CH2:59][CH2:60][N:61]([CH3:63])[CH3:62])[CH2:9][C:10]([C@H:12]1[C@@H:16]2[C@@H:17]3[C@@:30]([CH3:33])([CH2:31][CH2:32][C@@:15]2([C:51]([NH:53][CH2:54][CH2:55][C:56]([OH:58])=[O:57])=[O:52])[CH2:14][CH2:13]1)[C@@:29]1([CH3:34])[C@@H:20]([C@:21]2([CH3:50])[C@@H:26]([CH2:27][CH2:28]1)[C:25]([CH3:36])([CH3:35])[C:24]([C:37]1[CH:42]=[CH:41][C:40]([C:43]([O:45]C(C)(C)C)=[O:44])=[CH:39][CH:38]=1)=[CH:23][CH2:22]2)[CH2:19][CH2:18]3)=[CH2:11])=O)(C)(C)C.C(O)(C(F)(F)F)=O. Product: [C:56]([CH2:55][CH2:54][NH:53][C:51]([C@:15]12[CH2:14][CH2:13][C@@H:12]([C:10]([CH2:9][NH:8][CH2:59][CH2:60][N:61]([CH3:63])[CH3:62])=[CH2:11])[C@@H:16]1[C@@H:17]1[C@@:30]([CH3:33])([CH2:31][CH2:32]2)[C@@:29]2([CH3:34])[C@@H:20]([C@:21]3([CH3:50])[C@@H:26]([CH2:27][CH2:28]2)[C:25]([CH3:36])([CH3:35])[C:24]([C:37]2[CH:38]=[CH:39][C:40]([C:43]([OH:45])=[O:44])=[CH:41][CH:42]=2)=[CH:23][CH2:22]3)[CH2:19][CH2:18]1)=[O:52])([OH:58])=[O:57]. The catalyst class is: 4. (6) Reactant: [CH2:1]([C:3]1([C:28]([OH:30])=O)[CH2:8][CH2:7][C:6]2[C:9]3[C:14]([NH:15][C:16]4[CH:17]=[C:18]5[C:22](=[CH:23][C:24]=4[O:25][CH3:26])[NH:21][N:20]=[CH:19]5)=[N:13][CH:12]=[N:11][C:10]=3[S:27][C:5]=2[CH2:4]1)[CH3:2].[CH2:31]([N:33](C(C)C)[CH:34](C)C)C.CNC.F[P-](F)(F)(F)(F)F.CN(C(=[N+](C)C)ON1C2=NC=CC=C2N=N1)C. Product: [CH2:1]([C:3]1([C:28]([N:33]([CH3:34])[CH3:31])=[O:30])[CH2:8][CH2:7][C:6]2[C:9]3[C:14]([NH:15][C:16]4[CH:17]=[C:18]5[C:22](=[CH:23][C:24]=4[O:25][CH3:26])[NH:21][N:20]=[CH:19]5)=[N:13][CH:12]=[N:11][C:10]=3[S:27][C:5]=2[CH2:4]1)[CH3:2]. The catalyst class is: 80.